This data is from Full USPTO retrosynthesis dataset with 1.9M reactions from patents (1976-2016). The task is: Predict the reactants needed to synthesize the given product. (1) Given the product [CH3:1][C:2]1[C:10]2[C:5](=[CH:6][C:7]([OH:11])=[CH:8][CH:9]=2)[NH:4][C:3]=1[C:13]([O:15][CH2:16][CH3:17])=[O:14], predict the reactants needed to synthesize it. The reactants are: [CH3:1][C:2]1[C:10]2[C:5](=[CH:6][C:7]([O:11]C)=[CH:8][CH:9]=2)[NH:4][C:3]=1[C:13]([O:15][CH2:16][CH3:17])=[O:14].B(Br)(Br)Br.O. (2) Given the product [F:26][C:5]1[C:6]2[N:7]([CH:8]=[C:9]([CH2:11][N:12]([CH2:23][CH2:24][CH3:25])[C@@H:13]3[C:22]4[N:21]=[CH:20][CH:19]=[CH:18][C:17]=4[CH2:16][CH2:15][CH2:14]3)[N:10]=2)[C:2]([N:31]2[CH2:32][CH2:33][N:28]([CH3:27])[CH2:29][CH2:30]2)=[CH:3][CH:4]=1, predict the reactants needed to synthesize it. The reactants are: F[C:2]1[N:7]2[CH:8]=[C:9]([CH2:11][N:12]([CH2:23][CH2:24][CH3:25])[C@@H:13]3[C:22]4[N:21]=[CH:20][CH:19]=[CH:18][C:17]=4[CH2:16][CH2:15][CH2:14]3)[N:10]=[C:6]2[C:5]([F:26])=[CH:4][CH:3]=1.[CH3:27][N:28]1[CH2:33][CH2:32][NH:31][CH2:30][CH2:29]1.C([O-])([O-])=O.[Na+].[Na+]. (3) The reactants are: O[C:2]1[C:3](=[O:34])[N:4]([C:27]2[N:28]=[N:29][C:30]([CH3:33])=[CH:31][CH:32]=2)[CH:5]([C:18]2[CH:23]=[CH:22][C:21]([CH:24]([CH3:26])[CH3:25])=[CH:20][CH:19]=2)[C:6]=1[C:7](=[O:17])[C:8]1[CH:13]=[CH:12][C:11]([CH:14]([CH3:16])[CH3:15])=[CH:10][CH:9]=1.C([O-])=O.[NH4+:38]. Given the product [NH2:38][C:2]1[C:3](=[O:34])[N:4]([C:27]2[N:28]=[N:29][C:30]([CH3:33])=[CH:31][CH:32]=2)[CH:5]([C:18]2[CH:19]=[CH:20][C:21]([CH:24]([CH3:25])[CH3:26])=[CH:22][CH:23]=2)[C:6]=1[C:7](=[O:17])[C:8]1[CH:9]=[CH:10][C:11]([CH:14]([CH3:15])[CH3:16])=[CH:12][CH:13]=1, predict the reactants needed to synthesize it. (4) Given the product [CH:20]1([C:23]([N:4]2[CH2:5][CH2:6][N:1]([C:7]([O:9][C:10]([CH3:13])([CH3:12])[CH3:11])=[O:8])[CH2:2][CH2:3]2)=[O:24])[CH2:22][CH2:21]1, predict the reactants needed to synthesize it. The reactants are: [N:1]1([C:7]([O:9][C:10]([CH3:13])([CH3:12])[CH3:11])=[O:8])[CH2:6][CH2:5][NH:4][CH2:3][CH2:2]1.C(=O)([O-])[O-].[K+].[K+].[CH:20]1([C:23](Cl)=[O:24])[CH2:22][CH2:21]1. (5) Given the product [NH:1]1[C:9]2[C:4](=[CH:5][CH:6]=[CH:7][CH:8]=2)[C:3](/[CH:10]=[C:11]2\[O:12][C:13]3[C:20]([CH2:21][N:22]4[CH2:23][CH2:24][NH:25][CH2:26][CH2:27]4)=[C:19]([O:35][CH2:36][CH3:37])[CH:18]=[CH:17][C:14]=3[C:15]\2=[O:16])=[CH:2]1, predict the reactants needed to synthesize it. The reactants are: [NH:1]1[C:9]2[C:4](=[CH:5][CH:6]=[CH:7][CH:8]=2)[C:3](/[CH:10]=[C:11]2\[O:12][C:13]3[C:20]([CH2:21][N:22]4[CH2:27][CH2:26][N:25](C(OC(C)(C)C)=O)[CH2:24][CH2:23]4)=[C:19]([O:35][CH2:36][CH3:37])[CH:18]=[CH:17][C:14]=3[C:15]\2=[O:16])=[CH:2]1.Cl.